Predict the product of the given reaction. From a dataset of Forward reaction prediction with 1.9M reactions from USPTO patents (1976-2016). (1) The product is: [F:1][C:2]1[CH:7]=[C:6]([NH2:8])[CH:5]=[CH:4][C:3]=1[S:11][CH3:12]. Given the reactants [F:1][C:2]1[CH:7]=[C:6]([N+:8]([O-])=O)[CH:5]=[CH:4][C:3]=1[S:11][CH3:12], predict the reaction product. (2) Given the reactants [CH3:1][O:2][C:3]1[CH:12]=[C:11]2[C:6]([CH2:7][CH2:8][CH2:9][C:10]2=[O:13])=[CH:5][CH:4]=1.[Br:14]Br, predict the reaction product. The product is: [Br:14][CH:9]1[CH2:8][CH2:7][C:6]2[C:11](=[CH:12][C:3]([O:2][CH3:1])=[CH:4][CH:5]=2)[C:10]1=[O:13]. (3) Given the reactants [Cl:1][C:2]1[N:10]=[C:9]2[C:5]([N:6]=[C:7]([CH:12]=O)[N:8]2[CH3:11])=[C:4]([N:14]2[CH2:19][CH2:18][O:17][CH2:16][CH2:15]2)[N:3]=1.[CH3:20][S:21]([N:24]1[CH2:29][CH2:28][NH:27][CH2:26][CH2:25]1)(=[O:23])=[O:22].COC(OC)OC.C(O)(=O)C.C(O[BH-](OC(=O)C)OC(=O)C)(=O)C.[Na+], predict the reaction product. The product is: [Cl:1][C:2]1[N:10]=[C:9]2[C:5]([N:6]=[C:7]([CH2:12][N:27]3[CH2:28][CH2:29][N:24]([S:21]([CH3:20])(=[O:23])=[O:22])[CH2:25][CH2:26]3)[N:8]2[CH3:11])=[C:4]([N:14]2[CH2:19][CH2:18][O:17][CH2:16][CH2:15]2)[N:3]=1. (4) Given the reactants [Br:1][C:2]1[C:3]([O:13][CH3:14])=[C:4]([C:10](=[O:12])[CH3:11])[CH:5]=[C:6]([Cl:9])[C:7]=1[CH3:8].[BH4-].[Na+], predict the reaction product. The product is: [Br:1][C:2]1[C:3]([O:13][CH3:14])=[C:4]([CH:10]([OH:12])[CH3:11])[CH:5]=[C:6]([Cl:9])[C:7]=1[CH3:8]. (5) Given the reactants [F:1][C:2]1[C:9]([F:10])=[CH:8][CH:7]=[CH:6][C:3]=1[CH:4]=O.[CH3:11][O:12][C:13]1[CH:14]=[C:15]([CH:19]=[CH:20][C:21]=1[O:22][CH3:23])[CH2:16][C:17]#[N:18], predict the reaction product. The product is: [F:1][C:2]1[C:9]([F:10])=[CH:8][CH:7]=[CH:6][C:3]=1/[CH:4]=[C:16](/[C:15]1[CH:19]=[CH:20][C:21]([O:22][CH3:23])=[C:13]([O:12][CH3:11])[CH:14]=1)\[C:17]#[N:18].